From a dataset of NCI-60 drug combinations with 297,098 pairs across 59 cell lines. Regression. Given two drug SMILES strings and cell line genomic features, predict the synergy score measuring deviation from expected non-interaction effect. (1) Drug 1: CC12CCC3C(C1CCC2=O)CC(=C)C4=CC(=O)C=CC34C. Drug 2: CC1=C2C(C(=O)C3(C(CC4C(C3C(C(C2(C)C)(CC1OC(=O)C(C(C5=CC=CC=C5)NC(=O)C6=CC=CC=C6)O)O)OC(=O)C7=CC=CC=C7)(CO4)OC(=O)C)O)C)OC(=O)C. Cell line: UO-31. Synergy scores: CSS=10.7, Synergy_ZIP=-8.78, Synergy_Bliss=-8.16, Synergy_Loewe=-7.26, Synergy_HSA=-7.17. (2) Drug 1: C1=CC(=CC=C1CCC2=CNC3=C2C(=O)NC(=N3)N)C(=O)NC(CCC(=O)O)C(=O)O. Drug 2: B(C(CC(C)C)NC(=O)C(CC1=CC=CC=C1)NC(=O)C2=NC=CN=C2)(O)O. Cell line: KM12. Synergy scores: CSS=5.66, Synergy_ZIP=-6.45, Synergy_Bliss=-8.70, Synergy_Loewe=-8.20, Synergy_HSA=-8.48. (3) Drug 1: CS(=O)(=O)C1=CC(=C(C=C1)C(=O)NC2=CC(=C(C=C2)Cl)C3=CC=CC=N3)Cl. Drug 2: C1=C(C(=O)NC(=O)N1)F. Cell line: SK-MEL-28. Synergy scores: CSS=29.3, Synergy_ZIP=6.30, Synergy_Bliss=5.89, Synergy_Loewe=-3.88, Synergy_HSA=0.892. (4) Drug 1: CC(C)(C#N)C1=CC(=CC(=C1)CN2C=NC=N2)C(C)(C)C#N. Drug 2: B(C(CC(C)C)NC(=O)C(CC1=CC=CC=C1)NC(=O)C2=NC=CN=C2)(O)O. Cell line: OVCAR3. Synergy scores: CSS=58.3, Synergy_ZIP=3.20, Synergy_Bliss=4.00, Synergy_Loewe=-8.51, Synergy_HSA=0.312. (5) Drug 2: CC1=C(C(=O)C2=C(C1=O)N3CC4C(C3(C2COC(=O)N)OC)N4)N. Cell line: KM12. Synergy scores: CSS=-5.79, Synergy_ZIP=-8.39, Synergy_Bliss=-16.8, Synergy_Loewe=-32.0, Synergy_HSA=-15.6. Drug 1: CC1=C(C=C(C=C1)NC2=NC=CC(=N2)N(C)C3=CC4=NN(C(=C4C=C3)C)C)S(=O)(=O)N.Cl. (6) Synergy scores: CSS=17.5, Synergy_ZIP=-9.37, Synergy_Bliss=-20.3, Synergy_Loewe=-34.2, Synergy_HSA=-18.2. Drug 2: CCCCC(=O)OCC(=O)C1(CC(C2=C(C1)C(=C3C(=C2O)C(=O)C4=C(C3=O)C=CC=C4OC)O)OC5CC(C(C(O5)C)O)NC(=O)C(F)(F)F)O. Cell line: K-562. Drug 1: CN1C(=O)N2C=NC(=C2N=N1)C(=O)N. (7) Drug 1: C1CC(C1)(C(=O)O)C(=O)O.[NH2-].[NH2-].[Pt+2]. Drug 2: CCC1(CC2CC(C3=C(CCN(C2)C1)C4=CC=CC=C4N3)(C5=C(C=C6C(=C5)C78CCN9C7C(C=CC9)(C(C(C8N6C)(C(=O)OC)O)OC(=O)C)CC)OC)C(=O)OC)O.OS(=O)(=O)O. Cell line: T-47D. Synergy scores: CSS=1.83, Synergy_ZIP=1.83, Synergy_Bliss=3.63, Synergy_Loewe=-1.47, Synergy_HSA=-1.21. (8) Drug 1: CC1CCCC2(C(O2)CC(NC(=O)CC(C(C(=O)C(C1O)C)(C)C)O)C(=CC3=CSC(=N3)C)C)C. Drug 2: CC12CCC3C(C1CCC2OP(=O)(O)O)CCC4=C3C=CC(=C4)OC(=O)N(CCCl)CCCl.[Na+]. Cell line: MCF7. Synergy scores: CSS=28.4, Synergy_ZIP=-4.85, Synergy_Bliss=-6.85, Synergy_Loewe=-9.35, Synergy_HSA=-3.02. (9) Drug 1: CN(C)C1=NC(=NC(=N1)N(C)C)N(C)C. Drug 2: C1=NNC2=C1C(=O)NC=N2. Cell line: 786-0. Synergy scores: CSS=-10.4, Synergy_ZIP=1.13, Synergy_Bliss=-5.85, Synergy_Loewe=-8.13, Synergy_HSA=-8.66. (10) Drug 1: CC(C1=C(C=CC(=C1Cl)F)Cl)OC2=C(N=CC(=C2)C3=CN(N=C3)C4CCNCC4)N. Drug 2: C(CC(=O)O)C(=O)CN.Cl. Cell line: KM12. Synergy scores: CSS=39.4, Synergy_ZIP=-0.485, Synergy_Bliss=-1.00, Synergy_Loewe=-31.2, Synergy_HSA=0.780.